Predict the product of the given reaction. From a dataset of Forward reaction prediction with 1.9M reactions from USPTO patents (1976-2016). (1) Given the reactants [CH2:1]([C:3]1[S:19][C:6]2[NH:7][C:8](=[O:18])[N:9]([C:12]3[CH:17]=[CH:16][CH:15]=[CH:14][N:13]=3)[C:10](=[O:11])[C:5]=2[CH:4]=1)[CH3:2].Br[CH2:21][C:22]1[CH:27]=[CH:26][C:25]([C:28]2[CH:33]=[CH:32][CH:31]=[CH:30][C:29]=2[C:34]2[N:38]=[C:37](C(Cl)(Cl)Cl)[O:36][N:35]=2)=[CH:24][CH:23]=1.C(=O)([O-])[O-:44].[K+].[K+].CN(C)C=O, predict the reaction product. The product is: [CH2:1]([C:3]1[S:19][C:6]2[N:7]([CH2:21][C:22]3[CH:27]=[CH:26][C:25]([C:28]4[CH:33]=[CH:32][CH:31]=[CH:30][C:29]=4[C:34]4[NH:38][C:37](=[O:44])[O:36][N:35]=4)=[CH:24][CH:23]=3)[C:8](=[O:18])[N:9]([C:12]3[CH:17]=[CH:16][CH:15]=[CH:14][N:13]=3)[C:10](=[O:11])[C:5]=2[CH:4]=1)[CH3:2]. (2) Given the reactants Br[C:2]1[CH:7]=[CH:6][C:5]([N:8]2[C:12]([C:13]3[CH:18]=[CH:17][CH:16]=[CH:15][CH:14]=3)=[CH:11][C:10]([C:19]3[CH:24]=[CH:23][CH:22]=[CH:21][CH:20]=3)=[N:9]2)=[CH:4][CH:3]=1.[CH:25]1[C:37]2[NH:36][C:35]3[C:30](=[CH:31][CH:32]=[CH:33][CH:34]=3)[C:29]=2[CH:28]=[CH:27][CH:26]=1.CC(C)([O-])C.[Na+].C(P(C(C)(C)C)C(C)(C)C)(C)(C)C, predict the reaction product. The product is: [C:19]1([C:10]2[CH:11]=[C:12]([C:13]3[CH:18]=[CH:17][CH:16]=[CH:15][CH:14]=3)[N:8]([C:5]3[CH:6]=[CH:7][C:2]([N:36]4[C:37]5[CH:25]=[CH:26][CH:27]=[CH:28][C:29]=5[C:30]5[C:35]4=[CH:34][CH:33]=[CH:32][CH:31]=5)=[CH:3][CH:4]=3)[N:9]=2)[CH:24]=[CH:23][CH:22]=[CH:21][CH:20]=1. (3) The product is: [F:1][C:2]1[CH:3]=[C:4]([CH:22]=[CH:23][C:24]=1[F:25])[CH2:5][O:6][C:7]1[CH:20]=[C:11]2[N:12]([CH2:16][C:17]([NH:27][CH3:26])=[O:18])[CH2:13][CH2:14][CH2:15][N:10]2[C:9](=[O:21])[N:8]=1. Given the reactants [F:1][C:2]1[CH:3]=[C:4]([CH:22]=[CH:23][C:24]=1[F:25])[CH2:5][O:6][C:7]1[CH:20]=[C:11]2[N:12]([CH2:16][C:17](O)=[O:18])[CH2:13][CH2:14][CH2:15][N:10]2[C:9](=[O:21])[N:8]=1.[CH3:26][NH2:27], predict the reaction product. (4) Given the reactants [CH2:1]([C:13]1[CH:17]=[CH:16][S:15][CH:14]=1)[CH2:2][CH2:3][CH2:4][CH2:5][CH2:6][CH2:7][CH2:8][CH2:9][CH2:10][CH2:11][CH3:12].[Li+].CC([N-]C(C)C)C.[CH3:26][Sn:27](Cl)([CH3:29])[CH3:28], predict the reaction product. The product is: [CH3:26][Sn:27]([CH3:29])([CH3:28])[C:16]1[S:15][CH:14]=[C:13]([CH2:1][CH2:2][CH2:3][CH2:4][CH2:5][CH2:6][CH2:7][CH2:8][CH2:9][CH2:10][CH2:11][CH3:12])[CH:17]=1.